From a dataset of Peptide-MHC class II binding affinity with 134,281 pairs from IEDB. Regression. Given a peptide amino acid sequence and an MHC pseudo amino acid sequence, predict their binding affinity value. This is MHC class II binding data. (1) The peptide sequence is YDKFLYNVSTVLTGK. The MHC is DRB1_0404 with pseudo-sequence DRB1_0404. The binding affinity (normalized) is 0.380. (2) The peptide sequence is EADYSQIPISINYRT. The MHC is DRB1_0802 with pseudo-sequence DRB1_0802. The binding affinity (normalized) is 0.251. (3) The peptide sequence is KKLGMLLMTGGVTLVRK. The MHC is DRB1_0301 with pseudo-sequence DRB1_0301. The binding affinity (normalized) is 0.763.